This data is from Forward reaction prediction with 1.9M reactions from USPTO patents (1976-2016). The task is: Predict the product of the given reaction. (1) Given the reactants O=[C:2]([C:6]1([C:9]([F:12])([F:11])[F:10])[CH2:8][CH2:7]1)[CH2:3][C:4]#[N:5].Cl.[C:14]1([NH:20][NH2:21])[CH:19]=[CH:18][CH:17]=[CH:16][CH:15]=1, predict the reaction product. The product is: [C:14]1([N:20]2[C:4]([NH2:5])=[CH:3][C:2]([C:6]3([C:9]([F:10])([F:11])[F:12])[CH2:8][CH2:7]3)=[N:21]2)[CH:19]=[CH:18][CH:17]=[CH:16][CH:15]=1. (2) Given the reactants [CH3:1][C:2]1[CH:11]=[CH:10][CH:9]=[C:8]2[C:3]=1[N:4]=[C:5]([C:15]1[CH:20]=[CH:19][CH:18]=[CH:17][CH:16]=1)[C:6]([C:12](=[O:14])[CH3:13])=[N:7]2.[BH4-].[Na+], predict the reaction product. The product is: [CH3:1][C:2]1[CH:11]=[CH:10][CH:9]=[C:8]2[C:3]=1[N:4]=[C:5]([C:15]1[CH:20]=[CH:19][CH:18]=[CH:17][CH:16]=1)[C:6]([CH:12]([OH:14])[CH3:13])=[N:7]2. (3) Given the reactants FC(F)(F)C(O)=O.[C:8]([NH:16][C:17]1[CH:29]=[C:28]([O:30][C:31]2[CH:36]=[CH:35][C:34]([CH3:37])=[CH:33][CH:32]=2)[CH:27]=[CH:26][C:18]=1[C:19]([O:21]C(C)(C)C)=[O:20])(=[O:15])[C:9]1[CH:14]=[CH:13][CH:12]=[CH:11][CH:10]=1, predict the reaction product. The product is: [C:8]([NH:16][C:17]1[CH:29]=[C:28]([O:30][C:31]2[CH:32]=[CH:33][C:34]([CH3:37])=[CH:35][CH:36]=2)[CH:27]=[CH:26][C:18]=1[C:19]([OH:21])=[O:20])(=[O:15])[C:9]1[CH:10]=[CH:11][CH:12]=[CH:13][CH:14]=1. (4) Given the reactants Cl[C:2]1[CH:13]=[C:12]([F:14])[C:5]2[C:6](=[O:11])[NH:7][CH2:8][CH2:9][O:10][C:4]=2[CH:3]=1.[CH:15]1(B(O)O)[CH2:17][CH2:16]1.C1(P(C2CCCCC2)C2CCCCC2)CCCCC1.[H+].[B-](F)(F)(F)F.[O-]P([O-])([O-])=O.[K+].[K+].[K+], predict the reaction product. The product is: [CH:15]1([C:2]2[CH:13]=[C:12]([F:14])[C:5]3[C:6](=[O:11])[NH:7][CH2:8][CH2:9][O:10][C:4]=3[CH:3]=2)[CH2:17][CH2:16]1. (5) Given the reactants [C:1]([O:12]CC)(=[O:11])[C:2]([NH:4][C:5]1[CH:10]=[CH:9][CH:8]=[CH:7][CH:6]=1)=[O:3].[OH-].[Na+].Cl.C(OCC)(=O)C, predict the reaction product. The product is: [C:5]1([NH:4][C:2](=[O:3])[C:1]([OH:12])=[O:11])[CH:6]=[CH:7][CH:8]=[CH:9][CH:10]=1. (6) Given the reactants [CH2:1]([C:8]1[N:9]=[N:10][C:11]([N:16]2[CH2:21][CH2:20][NH:19][CH2:18][CH2:17]2)=[C:12]([CH3:15])[C:13]=1[CH3:14])[C:2]1[CH:7]=[CH:6][CH:5]=[CH:4][CH:3]=1.C1COCC1.[CH:27](=O)[C:28]1[CH:33]=[CH:32][CH:31]=[CH:30][CH:29]=1.C(O[BH-](OC(=O)C)OC(=O)C)(=O)C.[Na+], predict the reaction product. The product is: [CH2:1]([C:8]1[N:9]=[N:10][C:11]([N:16]2[CH2:17][CH2:18][N:19]([CH2:27][C:28]3[CH:33]=[CH:32][CH:31]=[CH:30][CH:29]=3)[CH2:20][CH2:21]2)=[C:12]([CH3:15])[C:13]=1[CH3:14])[C:2]1[CH:7]=[CH:6][CH:5]=[CH:4][CH:3]=1.